The task is: Predict the reaction yield, written as a fraction of the theoretical maximum amount of product (1.0 means a 100% yield; for example, 0.34 means a 34% yield).. This data is from Reaction yield outcomes from USPTO patents with 853,638 reactions. The reactants are [C:1]([C:3]1[CH:8]=[CH:7][C:6]([CH2:9][CH2:10][CH:11](/[CH:23]=[CH:24]/[C:25]2[CH:30]=[CH:29][CH:28]=[CH:27][C:26]=2[OH:31])[CH2:12][C:13]2[CH:22]=[CH:21][C:16]([C:17]([O:19][CH3:20])=[O:18])=[CH:15][CH:14]=2)=[CH:5][CH:4]=1)#[N:2].[Br:32][C:33]1[CH:40]=[CH:39][C:36]([CH2:37]Br)=[CH:35][CH:34]=1.C(=O)([O-])[O-].[K+].[K+]. The catalyst is C(#N)C. The product is [Br:32][C:33]1[CH:40]=[CH:39][C:36]([CH2:37][O:31][C:26]2[CH:27]=[CH:28][CH:29]=[CH:30][C:25]=2/[CH:24]=[CH:23]/[CH:11]([CH2:10][CH2:9][C:6]2[CH:7]=[CH:8][C:3]([C:1]#[N:2])=[CH:4][CH:5]=2)[CH2:12][C:13]2[CH:14]=[CH:15][C:16]([C:17]([O:19][CH3:20])=[O:18])=[CH:21][CH:22]=2)=[CH:35][CH:34]=1. The yield is 0.880.